From a dataset of Full USPTO retrosynthesis dataset with 1.9M reactions from patents (1976-2016). Predict the reactants needed to synthesize the given product. Given the product [Br:34][CH2:35][CH2:36][CH2:37][O:28][C:24]1[CH:23]=[C:22]2[C:27]([C:18]([NH:17][C:12]3[CH:11]=[C:10]([NH:9][C:7](=[O:8])[C:6]4[CH:29]=[CH:30][CH:31]=[C:4]([C:3]([C:1]#[N:2])([CH3:33])[CH3:32])[CH:5]=4)[CH:15]=[CH:14][C:13]=3[CH3:16])=[N:19][CH:20]=[N:21]2)=[CH:26][CH:25]=1, predict the reactants needed to synthesize it. The reactants are: [C:1]([C:3]([CH3:33])([CH3:32])[C:4]1[CH:5]=[C:6]([CH:29]=[CH:30][CH:31]=1)[C:7]([NH:9][C:10]1[CH:15]=[CH:14][C:13]([CH3:16])=[C:12]([NH:17][C:18]2[C:27]3[C:22](=[CH:23][C:24]([OH:28])=[CH:25][CH:26]=3)[N:21]=[CH:20][N:19]=2)[CH:11]=1)=[O:8])#[N:2].[Br:34][CH2:35][CH2:36][CH2:37]Br.C([O-])([O-])=O.[K+].[K+].